From a dataset of Peptide-MHC class II binding affinity with 134,281 pairs from IEDB. Regression. Given a peptide amino acid sequence and an MHC pseudo amino acid sequence, predict their binding affinity value. This is MHC class II binding data. (1) The peptide sequence is WMTGRMGERQLQKIE. The MHC is DRB1_0701 with pseudo-sequence DRB1_0701. The binding affinity (normalized) is 0.279. (2) The peptide sequence is GELQIVDKIDPAFKI. The MHC is DRB1_0404 with pseudo-sequence DRB1_0404. The binding affinity (normalized) is 0.575. (3) The peptide sequence is WITQCFLPVFLAQPPSGQRR. The MHC is HLA-DQA10501-DQB10301 with pseudo-sequence HLA-DQA10501-DQB10301. The binding affinity (normalized) is 0.678. (4) The peptide sequence is TNFKYNYSVIEGGPI. The MHC is DRB1_1501 with pseudo-sequence DRB1_1501. The binding affinity (normalized) is 0.348. (5) The peptide sequence is NCPNLSPREEPDDID. The MHC is DRB5_0101 with pseudo-sequence DRB5_0101. The binding affinity (normalized) is 0. (6) The peptide sequence is GYKVLVLNPSVAAT. The binding affinity (normalized) is 0.822. The MHC is DRB1_0802 with pseudo-sequence DRB1_0802. (7) The peptide sequence is KGSNEKHLAVLVKYE. The MHC is DRB1_0101 with pseudo-sequence DRB1_0101. The binding affinity (normalized) is 0.263.